From a dataset of Forward reaction prediction with 1.9M reactions from USPTO patents (1976-2016). Predict the product of the given reaction. (1) Given the reactants [O-]S(S([O-])=O)=O.[Na+].[Na+].[NH2:9][C:10]1[N:15]([CH3:16])[C:14](=[O:17])[NH:13][C:12](=[O:18])[C:11]=1[N:19]=O, predict the reaction product. The product is: [NH2:19][C:11]1[C:12](=[O:18])[NH:13][C:14](=[O:17])[N:15]([CH3:16])[C:10]=1[NH2:9]. (2) Given the reactants [CH:1]1([C:4]2[CH:9]=[CH:8][N:7]=[CH:6][C:5]=2[N:10]2[CH2:14][CH2:13][NH:12][C:11]2=[O:15])[CH2:3][CH2:2]1.[Cl:16][C:17]1[CH:22]=[C:21](I)[CH:20]=[CH:19][N:18]=1.CN[C@@H]1CCCC[C@H]1NC.P([O-])([O-])([O-])=O.[K+].[K+].[K+], predict the reaction product. The product is: [Cl:16][C:17]1[CH:22]=[C:21]([N:12]2[CH2:13][CH2:14][N:10]([C:5]3[CH:6]=[N:7][CH:8]=[CH:9][C:4]=3[CH:1]3[CH2:3][CH2:2]3)[C:11]2=[O:15])[CH:20]=[CH:19][N:18]=1.